Dataset: Catalyst prediction with 721,799 reactions and 888 catalyst types from USPTO. Task: Predict which catalyst facilitates the given reaction. (1) Reactant: C([O:3][C:4](=[O:28])[CH2:5][CH2:6][CH2:7][CH2:8][C:9]1[CH:18]=[CH:17][C:16]2[C:11](=[CH:12][C:13]([N:20]3[CH2:24][C:23](=[O:25])[NH:22][S:21]3(=[O:27])=[O:26])=[C:14]([OH:19])[CH:15]=2)[CH:10]=1)C.[OH-].[K+]. Product: [OH:19][C:14]1[CH:15]=[C:16]2[C:11](=[CH:12][C:13]=1[N:20]1[CH2:24][C:23](=[O:25])[NH:22][S:21]1(=[O:27])=[O:26])[CH:10]=[C:9]([CH2:8][CH2:7][CH2:6][CH2:5][C:4]([OH:28])=[O:3])[CH:18]=[CH:17]2. The catalyst class is: 24. (2) Reactant: CC1(C)C(C)(C)OB([C:9]2[CH:14]=[CH:13][C:12]([N:15]3[C:19]4[CH:20]=[CH:21][CH:22]=[CH:23][C:18]=4[N:17]=[CH:16]3)=[CH:11][CH:10]=2)O1.[CH3:25][O:26][C:27]([C:29]1[N:30]([CH3:35])[C:31](Br)=[N:32][CH:33]=1)=[O:28].C(=O)([O-])[O-].[K+].[K+]. Product: [CH3:25][O:26][C:27]([C:29]1[N:30]([CH3:35])[C:31]([C:9]2[CH:10]=[CH:11][C:12]([N:15]3[C:19]4[CH:20]=[CH:21][CH:22]=[CH:23][C:18]=4[N:17]=[CH:16]3)=[CH:13][CH:14]=2)=[N:32][CH:33]=1)=[O:28]. The catalyst class is: 853. (3) Reactant: C(=O)([O-])[O-].[Cs+].[Cs+].[CH3:7][O:8][C:9]1[CH:10]=[C:11]([C:17]2[CH:22]=[CH:21][N:20]=[C:19]([N:23]3[C:27]4[CH:28]=[CH:29][CH:30]=[CH:31][C:26]=4[NH:25][C:24]3=[O:32])[N:18]=2)[CH:12]=[CH:13][C:14]=1[O:15][CH3:16].COC(=O)[C:36](Cl)([F:38])[F:37]. Product: [F:37][CH:36]([F:38])[N:25]1[C:26]2[CH:31]=[CH:30][CH:29]=[CH:28][C:27]=2[N:23]([C:19]2[N:18]=[C:17]([C:11]3[CH:12]=[CH:13][C:14]([O:15][CH3:16])=[C:9]([O:8][CH3:7])[CH:10]=3)[CH:22]=[CH:21][N:20]=2)[C:24]1=[O:32]. The catalyst class is: 9. (4) Reactant: C[O:2][C:3](=[O:24])[CH2:4][CH2:5][CH2:6][CH:7]1[CH2:12][CH2:11][CH2:10][CH2:9][N:8]1[S:13]([C:16]1[C:21]([CH3:22])=[CH:20][CH:19]=[CH:18][C:17]=1[Cl:23])(=[O:15])=[O:14].[OH-].[Li+]. Product: [Cl:23][C:17]1[CH:18]=[CH:19][CH:20]=[C:21]([CH3:22])[C:16]=1[S:13]([N:8]1[CH2:9][CH2:10][CH2:11][CH2:12][CH:7]1[CH2:6][CH2:5][CH2:4][C:3]([OH:24])=[O:2])(=[O:14])=[O:15]. The catalyst class is: 72. (5) Reactant: C([O:5][C:6](=[O:31])[C:7]1[CH:12]=[CH:11][CH:10]=[C:9]([N:13]([CH2:23][C:24]2[CH:29]=[CH:28][C:27]([Cl:30])=[CH:26][CH:25]=2)[S:14]([C:17]2[CH:21]=[CH:20][N:19]([CH3:22])[N:18]=2)(=[O:16])=[O:15])[CH:8]=1)(C)(C)C. Product: [Cl:30][C:27]1[CH:26]=[CH:25][C:24]([CH2:23][N:13]([S:14]([C:17]2[CH:21]=[CH:20][N:19]([CH3:22])[N:18]=2)(=[O:15])=[O:16])[C:9]2[CH:8]=[C:7]([CH:12]=[CH:11][CH:10]=2)[C:6]([OH:31])=[O:5])=[CH:29][CH:28]=1. The catalyst class is: 330. (6) Reactant: C(Cl)(=O)C([Cl:4])=O.[CH3:7][Si:8]([CH2:11][C:12](=[CH2:16])[C:13](O)=[O:14])([CH3:10])[CH3:9]. The catalyst class is: 11. Product: [CH3:7][Si:8]([CH2:11][C:12](=[CH2:16])[C:13]([Cl:4])=[O:14])([CH3:10])[CH3:9]. (7) Reactant: [NH:1]1[C:9]2[C:4](=[CH:5][CH:6]=[CH:7][C:8]=2[C:10]([OH:12])=O)[CH:3]=[CH:2]1.CN(C(ON1N=NC2C=CC=CC1=2)=[N+](C)C)C.[B-](F)(F)(F)F.C(N(CC)C(C)C)(C)C.[C:44]([C:48]1[CH:64]=[CH:63][C:51]([CH2:52][NH:53][CH2:54][CH2:55][C:56]2[CH:61]=[CH:60][C:59]([F:62])=[CH:58][CH:57]=2)=[CH:50][CH:49]=1)([CH3:47])([CH3:46])[CH3:45]. Product: [C:44]([C:48]1[CH:64]=[CH:63][C:51]([CH2:52][N:53]([CH2:54][CH2:55][C:56]2[CH:61]=[CH:60][C:59]([F:62])=[CH:58][CH:57]=2)[C:10]([C:8]2[CH:7]=[CH:6][CH:5]=[C:4]3[C:9]=2[NH:1][CH:2]=[CH:3]3)=[O:12])=[CH:50][CH:49]=1)([CH3:47])([CH3:45])[CH3:46]. The catalyst class is: 18. (8) Reactant: O[C:2]1[CH:7]=[C:6]([CH3:8])[NH:5][C:4](=[O:9])[CH:3]=1.O.[NH2:11][NH2:12]. Product: [NH:11]([C:2]1[CH:7]=[C:6]([CH3:8])[NH:5][C:4](=[O:9])[CH:3]=1)[NH2:12]. The catalyst class is: 141.